From a dataset of Reaction yield outcomes from USPTO patents with 853,638 reactions. Predict the reaction yield, written as a fraction of the theoretical maximum amount of product (1.0 means a 100% yield; for example, 0.34 means a 34% yield). The yield is 0.900. The catalyst is C(O)C.[Zn]. The product is [Br:1][C:2]1[CH:3]=[C:4]2[C:5]([CH2:8][C:9](=[O:10])[NH:12]2)=[CH:6][CH:7]=1. The reactants are [Br:1][C:2]1[CH:7]=[CH:6][C:5]([CH2:8][C:9](O)=[O:10])=[C:4]([N+:12]([O-])=O)[CH:3]=1.S(=O)(=O)(O)O.